From a dataset of Forward reaction prediction with 1.9M reactions from USPTO patents (1976-2016). Predict the product of the given reaction. Given the reactants [CH3:1][C:2]1[CH:7]=[C:6]([CH3:8])[N:5]=[C:4]([N:9]2[CH2:16][CH:15]3[CH:11]([CH2:12][NH:13][CH2:14]3)[CH2:10]2)[N:3]=1.CC(O)=O.[C:21]1([C:27]2[C:28]([C:33](O)=[O:34])=[N:29][CH:30]=[CH:31][CH:32]=2)[CH:26]=[CH:25][CH:24]=[CH:23][CH:22]=1, predict the reaction product. The product is: [CH3:1][C:2]1[CH:7]=[C:6]([CH3:8])[N:5]=[C:4]([N:9]2[CH2:16][CH:15]3[CH2:14][N:13]([C:33]([C:28]4[C:27]([C:21]5[CH:26]=[CH:25][CH:24]=[CH:23][CH:22]=5)=[CH:32][CH:31]=[CH:30][N:29]=4)=[O:34])[CH2:12][CH:11]3[CH2:10]2)[N:3]=1.